Dataset: Reaction yield outcomes from USPTO patents with 853,638 reactions. Task: Predict the reaction yield, written as a fraction of the theoretical maximum amount of product (1.0 means a 100% yield; for example, 0.34 means a 34% yield). The reactants are [NH:1]1[CH2:5][CH2:4][CH2:3][CH2:2]1.C([O-])([O-])=O.[K+].[K+].Br[CH2:13][C:14]([O:16][CH2:17][CH3:18])=[O:15]. The catalyst is CN(C=O)C. The product is [N:1]1([CH2:13][C:14]([O:16][CH2:17][CH3:18])=[O:15])[CH2:5][CH2:4][CH2:3][CH2:2]1. The yield is 0.800.